This data is from Full USPTO retrosynthesis dataset with 1.9M reactions from patents (1976-2016). The task is: Predict the reactants needed to synthesize the given product. (1) Given the product [CH3:30][N:31]1[CH2:36][CH2:35][N:34]([CH2:37][C:38]2[CH:39]=[CH:40][C:41]([C:2]3[CH:3]=[C:4]4[C:10]([C:11]5[CH:12]=[CH:13][C:17]([OH:54])=[CH:18][CH:19]=5)=[CH:9][NH:8][C:5]4=[N:6][CH:7]=3)=[CH:42][CH:43]=2)[CH2:33][CH2:32]1, predict the reactants needed to synthesize it. The reactants are: Br[C:2]1[CH:3]=[C:4]2[C:10]([C:11]3[CH:12]=[C:13]4[C:17](=[CH:18][CH:19]=3)NC=C4)=[CH:9][N:8](S(C3C=CC(C)=CC=3)(=O)=O)[C:5]2=[N:6][CH:7]=1.[CH3:30][N:31]1[CH2:36][CH2:35][N:34]([CH2:37][C:38]2[CH:43]=[CH:42][C:41](B3OC(C)(C)C(C)(C)O3)=[CH:40][CH:39]=2)[CH2:33][CH2:32]1.C([O-])([O-])=[O:54].[Na+].[Na+]. (2) Given the product [CH3:1][C:2]1[CH:7]=[CH:6][C:5]([S:8]([O:11][CH2:12][CH:13]2[O:18][C:17]3[C:19](/[CH:26]=[CH:17]/[C:16](=[O:15])[CH3:22])=[C:20]([N+:23]([O-:25])=[O:24])[CH:21]=[CH:22][C:16]=3[O:15][CH2:14]2)(=[O:9])=[O:10])=[CH:4][CH:3]=1, predict the reactants needed to synthesize it. The reactants are: [CH3:1][C:2]1[CH:7]=[CH:6][C:5]([S:8]([O:11][CH2:12][C@@H:13]2[O:18][C:17]3[C:19]([CH:26]=O)=[C:20]([N+:23]([O-:25])=[O:24])[CH:21]=[CH:22][C:16]=3[O:15][CH2:14]2)(=[O:10])=[O:9])=[CH:4][CH:3]=1. (3) The reactants are: [CH2:1]([NH2:4])[CH2:2][CH3:3].Cl[S:6]([C:9]1[CH:14]=[CH:13][C:12]([CH2:15][C:16]([OH:18])=[O:17])=[CH:11][CH:10]=1)(=[O:8])=[O:7]. Given the product [CH2:1]([NH:4][S:6]([C:9]1[CH:10]=[CH:11][C:12]([CH2:15][C:16]([OH:18])=[O:17])=[CH:13][CH:14]=1)(=[O:8])=[O:7])[CH2:2][CH3:3], predict the reactants needed to synthesize it. (4) Given the product [F:12][C:13]([F:18])([F:17])[C:14]([O-:16])=[O:15].[CH2:2]([N+:6]1[CH:10]=[CH:9][N:8]([CH3:11])[CH:7]=1)[CH2:3][CH2:4][CH3:5], predict the reactants needed to synthesize it. The reactants are: [Cl-].[CH2:2]([N+:6]1[CH:10]=[CH:9][N:8]([CH3:11])[CH:7]=1)[CH2:3][CH2:4][CH3:5].[F:12][C:13]([F:18])([F:17])[C:14]([OH:16])=[O:15].O1CCOCC1. (5) Given the product [F:1][C:2]1[C:19]([CH3:20])=[CH:18][C:17]([C:21]2[CH:26]=[CH:25][CH:24]=[C:23]([F:27])[CH:22]=2)=[CH:16][C:3]=1[CH2:4][NH:6][C:7]1[C:8]([CH3:15])=[C:9]([OH:14])[CH:10]=[CH:11][C:12]=1[CH3:13], predict the reactants needed to synthesize it. The reactants are: [F:1][C:2]1[C:19]([CH3:20])=[CH:18][C:17]([C:21]2[CH:26]=[CH:25][CH:24]=[C:23]([F:27])[CH:22]=2)=[CH:16][C:3]=1[C:4]([NH:6][C:7]1[C:12]([CH3:13])=[CH:11][CH:10]=[C:9]([OH:14])[C:8]=1[CH3:15])=O.N#N. (6) Given the product [CH3:32][C:31]([CH3:34])([CH3:33])[CH2:35][C:36]([N:1]1[CH2:6][CH2:5][CH:4]([N:7]2[CH:11]=[C:10]([NH:12][C:13](=[O:30])[CH:14]([NH:18][C:19](=[O:29])[CH2:20][C:21]3[CH:26]=[C:25]([F:27])[CH:24]=[C:23]([F:28])[CH:22]=3)[CH2:15][CH2:16][CH3:17])[N:9]=[CH:8]2)[CH2:3][CH2:2]1)=[O:37], predict the reactants needed to synthesize it. The reactants are: [NH:1]1[CH2:6][CH2:5][CH:4]([N:7]2[CH:11]=[C:10]([NH:12][C:13](=[O:30])[CH:14]([NH:18][C:19](=[O:29])[CH2:20][C:21]3[CH:26]=[C:25]([F:27])[CH:24]=[C:23]([F:28])[CH:22]=3)[CH2:15][CH2:16][CH3:17])[N:9]=[CH:8]2)[CH2:3][CH2:2]1.[C:31]([CH2:35][C:36](Cl)=[O:37])([CH3:34])([CH3:33])[CH3:32]. (7) Given the product [ClH:32].[CH2:1]([O:3][C:4]1[C:12]([O:13][CH2:14][CH3:15])=[CH:11][CH:10]=[CH:9][C:5]=1[CH2:6][N:7]([CH3:8])[C:53](=[O:55])/[CH:52]=[CH:51]/[C:48]1[CH:49]=[N:50][C:44]2[NH:43][C:42](=[O:56])[N:41]([CH2:40][CH2:39][N:33]3[CH2:34][CH2:35][O:36][CH2:37][CH2:38]3)[CH2:46][C:45]=2[CH:47]=1)[CH3:2], predict the reactants needed to synthesize it. The reactants are: [CH2:1]([O:3][C:4]1[C:12]([O:13][CH2:14][CH3:15])=[CH:11][CH:10]=[CH:9][C:5]=1[CH2:6][NH:7][CH3:8])[CH3:2].CNCC1C=CC2C(=CC=CC=2)C=1CCC.[ClH:32].[N:33]1([CH2:39][CH2:40][N:41]2[CH2:46][C:45]3[CH:47]=[C:48](/[CH:51]=[CH:52]/[C:53]([OH:55])=O)[CH:49]=[N:50][C:44]=3[NH:43][C:42]2=[O:56])[CH2:38][CH2:37][O:36][CH2:35][CH2:34]1. (8) Given the product [O:86]=[C:81]1[CH:82]=[CH:83][C:84](=[O:85])[N:80]1[CH2:79][CH2:78][CH2:77][C:76]([N:75]([CH3:88])[CH2:74][CH2:73][NH:72][C:1](=[O:3])[CH2:4][CH2:5][CH2:6][N:7]([CH3:64])[C@H:8]([C:12]([NH:14][C@H:15]([C:19]([N:21]([C@@H:23]([C@@H:60]([CH3:63])[CH2:61][CH3:62])[C@H:24]([O:58][CH3:59])[CH2:25][C:26]([N:28]1[CH2:32][CH2:31][CH2:30][C@H:29]1[C@H:33]([O:56][CH3:57])[C@@H:34]([CH3:55])[C:35]([NH:37][C@@:38]1([C:47]([N:49]2[CH2:54][CH2:53][CH2:52][CH2:51][O:50]2)=[O:48])[CH2:40][C@@H:39]1[C:41]1[CH:46]=[CH:45][CH:44]=[CH:43][CH:42]=1)=[O:36])=[O:27])[CH3:22])=[O:20])[CH:16]([CH3:17])[CH3:18])=[O:13])[CH:9]([CH3:10])[CH3:11])=[O:87], predict the reactants needed to synthesize it. The reactants are: [C:1]([CH2:4][CH2:5][CH2:6][N:7]([CH3:64])[C@H:8]([C:12]([NH:14][C@H:15]([C:19]([N:21]([C@@H:23]([C@@H:60]([CH3:63])[CH2:61][CH3:62])[C@H:24]([O:58][CH3:59])[CH2:25][C:26]([N:28]1[CH2:32][CH2:31][CH2:30][C@H:29]1[C@H:33]([O:56][CH3:57])[C@@H:34]([CH3:55])[C:35]([NH:37][C@@:38]1([C:47]([N:49]2[CH2:54][CH2:53][CH2:52][CH2:51][O:50]2)=[O:48])[CH2:40][C@@H:39]1[C:41]1[CH:46]=[CH:45][CH:44]=[CH:43][CH:42]=1)=[O:36])=[O:27])[CH3:22])=[O:20])[CH:16]([CH3:18])[CH3:17])=[O:13])[CH:9]([CH3:11])[CH3:10])([OH:3])=O.FC(F)(F)C(O)=O.[NH2:72][CH2:73][CH2:74][N:75]([CH3:88])[C:76](=[O:87])[CH2:77][CH2:78][CH2:79][N:80]1[C:84](=[O:85])[CH:83]=[CH:82][C:81]1=[O:86].F[P-](F)(F)(F)(F)F.N1(OC(N(C)C)=[N+](C)C)C2N=CC=CC=2N=N1.C(N(CC)C(C)C)(C)C. (9) The reactants are: [CH2:1]([N:5]1[C:9]([CH2:10][O:11][C:12]2[CH:17]=[CH:16][CH:15]=[CH:14][C:13]=2[CH2:18][C@@H:19]([O:25][C:26]2[C:27]3[C:34]([C:35]4[CH:40]=[CH:39][C:38]([O:41][CH2:42][CH2:43][N:44]5[CH2:49][CH2:48][N:47]([CH3:50])[CH2:46][CH2:45]5)=[C:37]([Cl:51])[C:36]=4[CH3:52])=[C:33](I)[S:32][C:28]=3[N:29]=[CH:30][N:31]=2)[C:20]([O:22][CH2:23][CH3:24])=[O:21])=[CH:8][CH:7]=[N:6]1)[CH2:2][CH2:3][CH3:4].[C:54]([Si](C)(C)C)#[CH:55].CCCC[N+](CCCC)(CCCC)CCCC.[F-]. Given the product [CH2:1]([N:5]1[C:9]([CH2:10][O:11][C:12]2[CH:17]=[CH:16][CH:15]=[CH:14][C:13]=2[CH2:18][C@@H:19]([O:25][C:26]2[C:27]3[C:34]([C:35]4[CH:40]=[CH:39][C:38]([O:41][CH2:42][CH2:43][N:44]5[CH2:49][CH2:48][N:47]([CH3:50])[CH2:46][CH2:45]5)=[C:37]([Cl:51])[C:36]=4[CH3:52])=[C:33]([C:54]#[CH:55])[S:32][C:28]=3[N:29]=[CH:30][N:31]=2)[C:20]([O:22][CH2:23][CH3:24])=[O:21])=[CH:8][CH:7]=[N:6]1)[CH2:2][CH2:3][CH3:4], predict the reactants needed to synthesize it. (10) The reactants are: [Br:1][CH2:2][CH2:3][CH2:4][CH2:5][CH2:6][CH2:7][O:8][CH2:9][CH2:10][C:11]#[C:12][C:13]1[CH:18]=[CH:17][CH:16]=[C:15]([N+:19]([O-])=O)[CH:14]=1. Given the product [Br:1][CH2:2][CH2:3][CH2:4][CH2:5][CH2:6][CH2:7][O:8][CH2:9][CH2:10][CH2:11][CH2:12][C:13]1[CH:14]=[C:15]([CH:16]=[CH:17][CH:18]=1)[NH2:19], predict the reactants needed to synthesize it.